Dataset: NCI-60 drug combinations with 297,098 pairs across 59 cell lines. Task: Regression. Given two drug SMILES strings and cell line genomic features, predict the synergy score measuring deviation from expected non-interaction effect. (1) Drug 2: CN(C(=O)NC(C=O)C(C(C(CO)O)O)O)N=O. Drug 1: CN1C2=C(C=C(C=C2)N(CCCl)CCCl)N=C1CCCC(=O)O.Cl. Synergy scores: CSS=-6.65, Synergy_ZIP=6.14, Synergy_Bliss=3.42, Synergy_Loewe=3.28, Synergy_HSA=-3.94. Cell line: OVCAR3. (2) Drug 1: C1=CC(=CC=C1C#N)C(C2=CC=C(C=C2)C#N)N3C=NC=N3. Drug 2: C1CN(P(=O)(OC1)NCCCl)CCCl. Cell line: MOLT-4. Synergy scores: CSS=-5.84, Synergy_ZIP=5.44, Synergy_Bliss=3.57, Synergy_Loewe=-1.91, Synergy_HSA=-2.69.